Dataset: Full USPTO retrosynthesis dataset with 1.9M reactions from patents (1976-2016). Task: Predict the reactants needed to synthesize the given product. (1) Given the product [CH3:13][C:14]1[CH:19]=[C:18]([O:20][C:21]([F:22])([F:23])[F:24])[CH:17]=[CH:16][C:15]=1[S:25]([NH:1][C:2]1[S:3][CH:4]=[C:5]([CH2:7][C:8]([O:10][CH2:11][CH3:12])=[O:9])[N:6]=1)(=[O:27])=[O:26], predict the reactants needed to synthesize it. The reactants are: [NH2:1][C:2]1[S:3][CH:4]=[C:5]([CH2:7][C:8]([O:10][CH2:11][CH3:12])=[O:9])[N:6]=1.[CH3:13][C:14]1[CH:19]=[C:18]([O:20][C:21]([F:24])([F:23])[F:22])[CH:17]=[CH:16][C:15]=1[S:25](Cl)(=[O:27])=[O:26]. (2) Given the product [CH3:1][O:2][C:3](=[O:19])[C:4]1[CH:9]=[CH:8][C:7]([C:10]([F:11])([F:13])[F:12])=[C:6]([CH:14]2[CH2:18][CH2:17][CH2:16][CH2:15]2)[CH:5]=1, predict the reactants needed to synthesize it. The reactants are: [CH3:1][O:2][C:3](=[O:19])[C:4]1[CH:9]=[CH:8][C:7]([C:10]([F:13])([F:12])[F:11])=[C:6]([C:14]2[CH2:18][CH2:17][CH2:16][CH:15]=2)[CH:5]=1. (3) Given the product [Si:1]([O:8][CH2:9][CH2:10][N:11]1[CH2:19][C:18]2[C:13](=[CH:14][CH:15]=[C:16]([NH:20][C:22]3[N:27]=[C:26]([NH:28][C@@H:29]4[CH2:34][CH2:33][CH2:32][N:31]([C:35](=[O:38])[CH:36]=[CH2:37])[CH2:30]4)[C:25]([F:39])=[CH:24][N:23]=3)[CH:17]=2)[CH2:12]1)([C:4]([CH3:7])([CH3:6])[CH3:5])([CH3:3])[CH3:2], predict the reactants needed to synthesize it. The reactants are: [Si:1]([O:8][CH2:9][CH2:10][N:11]1[CH2:19][C:18]2[C:13](=[CH:14][CH:15]=[C:16]([NH2:20])[CH:17]=2)[CH2:12]1)([C:4]([CH3:7])([CH3:6])[CH3:5])([CH3:3])[CH3:2].Cl[C:22]1[N:27]=[C:26]([NH:28][C@@H:29]2[CH2:34][CH2:33][CH2:32][N:31]([C:35](=[O:38])[CH:36]=[CH2:37])[CH2:30]2)[C:25]([F:39])=[CH:24][N:23]=1.C([O-])([O-])=O.[Cs+].[Cs+].CN(C1C(C2C(P(C3CCCCC3)C3CCCCC3)=CC=CC=2)=CC=CC=1)C. (4) The reactants are: C[O:2][C:3](=[O:25])[C@H:4]([CH2:13][S:14][C:15]1[CH:20]=[CH:19][C:18]([C:21]([OH:23])=[O:22])=[CH:17][C:16]=1[NH2:24])[NH:5][C:6]([O:8][C:9]([CH3:12])([CH3:11])[CH3:10])=[O:7].[OH-].[Na+]. Given the product [C:9]([O:8][C:6]([NH:5][C@H:4]([C:3]([OH:25])=[O:2])[CH2:13][S:14][C:15]1[CH:20]=[CH:19][C:18]([C:21]([OH:23])=[O:22])=[CH:17][C:16]=1[NH2:24])=[O:7])([CH3:12])([CH3:10])[CH3:11], predict the reactants needed to synthesize it. (5) Given the product [C:4]([Cl:14])(=[O:13])[CH:5]=[CH:6][C:7]1[CH:8]=[CH:9][CH:10]=[CH:11][CH:12]=1, predict the reactants needed to synthesize it. The reactants are: N1CC1.[C:4]([Cl:14])(=[O:13])[CH:5]=[CH:6][C:7]1[CH:12]=[CH:11][CH:10]=[CH:9][CH:8]=1. (6) The reactants are: N(C1N=NC(C2C=CC=CC=2)=CN=1)N.[NH:15]([C:17]1[N:18]=[N:19][C:20]([C:23]2[CH:28]=[CH:27][C:26]([O:29][CH2:30][C:31]3[CH:36]=[CH:35][CH:34]=[CH:33][CH:32]=3)=[CH:25][CH:24]=2)=[CH:21][N:22]=1)[NH2:16].N1C2C(=CC(CC(O)=O)=CC=2)C=CC=1.[CH3:51][O:52][C:53]1[CH:54]=[C:55]2[C:60](=[CH:61][C:62]=1[O:63][CH3:64])[N:59]=[CH:58][CH:57]=[C:56]2[O:65][CH2:66][C:67](O)=[O:68]. Given the product [CH2:30]([O:29][C:26]1[CH:25]=[CH:24][C:23]([C:20]2[N:19]=[N:18][C:17]([NH:15][NH:16][C:67](=[O:68])[CH2:66][O:65][C:56]3[C:55]4[C:60](=[CH:61][C:62]([O:63][CH3:64])=[C:53]([O:52][CH3:51])[CH:54]=4)[N:59]=[CH:58][CH:57]=3)=[N:22][CH:21]=2)=[CH:28][CH:27]=1)[C:31]1[CH:32]=[CH:33][CH:34]=[CH:35][CH:36]=1, predict the reactants needed to synthesize it.